From a dataset of Forward reaction prediction with 1.9M reactions from USPTO patents (1976-2016). Predict the product of the given reaction. (1) Given the reactants CO[CH2:3][C:4]1OC(C)=CC(=O)C=1OCC1C=CC=CC=1.[OH:20][CH:21]([C:23]1[O:24][C:25]([CH3:38])=[CH:26][C:27](=[O:37])[C:28]=1[O:29][CH2:30][C:31]1[CH:36]=[CH:35][CH:34]=[CH:33][CH:32]=1)[CH3:22].ICC, predict the reaction product. The product is: [CH2:3]([O:20][CH:21]([C:23]1[O:24][C:25]([CH3:38])=[CH:26][C:27](=[O:37])[C:28]=1[O:29][CH2:30][C:31]1[CH:36]=[CH:35][CH:34]=[CH:33][CH:32]=1)[CH3:22])[CH3:4]. (2) Given the reactants [NH:1]1[CH:5]=[N:4][CH:3]=[N:2]1.C(=O)([O-])[O-].[K+].[K+].[NH2:12][C:13]1[CH:14]=[CH:15][C:16](F)=[C:17]([CH:20]=1)[C:18]#[N:19].O, predict the reaction product. The product is: [NH2:12][C:13]1[CH:14]=[CH:15][C:16]([N:1]2[CH:5]=[N:4][CH:3]=[N:2]2)=[C:17]([CH:20]=1)[C:18]#[N:19]. (3) Given the reactants Cl.[O:2]1[CH2:6][CH2:5][CH:4]([NH:7][OH:8])[CH2:3]1.[Cl:9][C:10]1[C:11]([S:23]([OH:26])(=[O:25])=[O:24])=[CH:12][C:13]([S:19]([OH:22])(=[O:21])=[O:20])=[C:14]([C:17]=1[Cl:18])[CH:15]=O, predict the reaction product. The product is: [O:2]1[CH2:6][CH2:5][CH:4]([N+:7]([O-:8])=[CH:15][C:14]2[C:17]([Cl:18])=[C:10]([Cl:9])[C:11]([S:23]([OH:26])(=[O:25])=[O:24])=[CH:12][C:13]=2[S:19]([OH:22])(=[O:21])=[O:20])[CH2:3]1.